This data is from Reaction yield outcomes from USPTO patents with 853,638 reactions. The task is: Predict the reaction yield, written as a fraction of the theoretical maximum amount of product (1.0 means a 100% yield; for example, 0.34 means a 34% yield). (1) The reactants are [C:1]([NH:6][C:7]1[N:15]=[C:14]2[C:10]([N:11]=[CH:12][N:13]2[C@@H:16]2[O:26][C@H:25]([CH2:27][O:28]C(=O)C(C)C)[C@@H:18]([O:19]C(=O)C(C)C)[CH2:17]2)=[C:9]([C:34]2[S:35][CH:36]=[CH:37][CH:38]=2)[N:8]=1)(=[O:5])[CH:2]([CH3:4])[CH3:3].[Cl-].[NH4+]. The catalyst is [OH-].[Na+]. The product is [C:1]([NH:6][C:7]1[N:15]=[C:14]2[C:10]([N:11]=[CH:12][N:13]2[C@@H:16]2[O:26][C@H:25]([CH2:27][OH:28])[C@@H:18]([OH:19])[CH2:17]2)=[C:9]([C:34]2[S:35][CH:36]=[CH:37][CH:38]=2)[N:8]=1)(=[O:5])[CH:2]([CH3:4])[CH3:3]. The yield is 0.936. (2) The reactants are [NH2:1][C:2]1[CH:3]=[C:4]([C:8]2[N:9]=[CH:10][N:11]([CH3:23])[C:12]=2[C:13]2[S:22][C:16]3[N:17]=[CH:18][N:19]=[C:20]([NH2:21])[C:15]=3[CH:14]=2)[CH:5]=[CH:6][CH:7]=1.[F:24][C:25]1[CH:30]=[CH:29][CH:28]=[CH:27][C:26]=1[N:31]=[C:32]=[O:33]. The catalyst is O1CCCC1.C(Cl)Cl. The product is [NH2:21][C:20]1[C:15]2[CH:14]=[C:13]([C:12]3[N:11]([CH3:23])[CH:10]=[N:9][C:8]=3[C:4]3[CH:3]=[C:2]([NH:1][C:32]([NH:31][C:26]4[CH:27]=[CH:28][CH:29]=[CH:30][C:25]=4[F:24])=[O:33])[CH:7]=[CH:6][CH:5]=3)[S:22][C:16]=2[N:17]=[CH:18][N:19]=1. The yield is 0.820. (3) The reactants are [NH2:1][C:2]1[N:6]([CH3:7])[C:5](=[O:8])[C:4]([C:21]2[CH:26]=[CH:25][C:24]([F:27])=[C:23](Br)[CH:22]=2)([C:9]2[CH:14]=[CH:13][C:12]([S:15]([F:20])([F:19])([F:18])([F:17])[F:16])=[CH:11][CH:10]=2)[N:3]=1.ClCCl.C([O-])(=O)C.[K+].[N:37]1[CH:42]=[C:41](B(O)O)[CH:40]=[N:39][CH:38]=1. The catalyst is COCCOC.O.C1C=CC(P(C2C=CC=CC=2)[C-]2C=CC=C2)=CC=1.C1C=CC(P(C2C=CC=CC=2)[C-]2C=CC=C2)=CC=1.Cl[Pd]Cl.[Fe+2]. The product is [NH2:1][C:2]1[N:6]([CH3:7])[C:5](=[O:8])[C:4]([C:21]2[CH:26]=[CH:25][C:24]([F:27])=[C:23]([C:41]3[CH:42]=[N:37][CH:38]=[N:39][CH:40]=3)[CH:22]=2)([C:9]2[CH:14]=[CH:13][C:12]([S:15]([F:20])([F:19])([F:18])([F:17])[F:16])=[CH:11][CH:10]=2)[N:3]=1. The yield is 0.490. (4) The catalyst is Cl. The yield is 0.350. The reactants are [C:1]([C:4]1[C:9](=[O:10])[C:8]([Br:11])=[CH:7][N:6]([C:12]2[CH:17]=[CH:16][CH:15]=[C:14]([C:18]([F:21])([F:20])[F:19])[CH:13]=2)[N:5]=1)(=O)[CH3:2].[CH3:22]OC(OC)N(C)C.CC(O)=O.[C:34]1([NH:40][NH2:41])[CH:39]=[CH:38][CH:37]=[CH:36][CH:35]=1. The product is [Br:11][C:8]1[C:9](=[O:10])[C:4]([C:1]2[N:40]([C:34]3[CH:39]=[CH:38][CH:37]=[CH:36][CH:35]=3)[N:41]=[CH:22][CH:2]=2)=[N:5][N:6]([C:12]2[CH:17]=[CH:16][CH:15]=[C:14]([C:18]([F:21])([F:20])[F:19])[CH:13]=2)[CH:7]=1. (5) The reactants are [CH2:1]1[C:6](=[O:7])[O:5][CH2:4][C:2]1=O.[Cl:8][C:9]1[N:14]=[CH:13][C:12]([CH2:15][NH:16][CH2:17][CH2:18][CH2:19][F:20])=[CH:11][CH:10]=1. The catalyst is C(O)(=O)C. The product is [Cl:8][C:9]1[N:14]=[CH:13][C:12]([CH2:15][N:16]([CH2:17][CH2:18][CH2:19][F:20])[C:2]2[CH2:4][O:5][C:6](=[O:7])[CH:1]=2)=[CH:11][CH:10]=1. The yield is 0.140. (6) The reactants are [OH:1][C:2]1([C:6]2[NH:33][C:9]3[N:10]=[N:11][C:12]([C:14]#[C:15][CH2:16][CH2:17][N:18]4[CH:22]=[C:21]([C:23]([NH:25][CH2:26][C:27]5[CH:32]=[CH:31][CH:30]=[CH:29][N:28]=5)=[O:24])[N:20]=[N:19]4)=[CH:13][C:8]=3[CH:7]=2)[CH2:5][O:4][CH2:3]1. The catalyst is [Pd].CCO. The product is [OH:1][C:2]1([C:6]2[NH:33][C:9]3[N:10]=[N:11][C:12]([CH2:14][CH2:15][CH2:16][CH2:17][N:18]4[CH:22]=[C:21]([C:23]([NH:25][CH2:26][C:27]5[CH:32]=[CH:31][CH:30]=[CH:29][N:28]=5)=[O:24])[N:20]=[N:19]4)=[CH:13][C:8]=3[CH:7]=2)[CH2:3][O:4][CH2:5]1. The yield is 0.220. (7) The reactants are [Si]([O:8][C:9]1[CH:14]=[CH:13][C:12]([C:15]2[S:16][CH2:17][C@@H:18]([C:20]([C:22]3[CH:27]=[C:26]([O:28][CH3:29])[C:25]([O:30][CH3:31])=[C:24]([O:32][CH3:33])[CH:23]=3)=[O:21])[N:19]=2)=[CH:11][CH:10]=1)(C(C)(C)C)(C)C.[F-].C([N+](CCCC)(CCCC)CCCC)CCC.C1COCC1. The catalyst is C(Cl)Cl. The product is [OH:8][C:9]1[CH:10]=[CH:11][C:12]([C:15]2[S:16][CH:17]=[C:18]([C:20]([C:22]3[CH:27]=[C:26]([O:28][CH3:29])[C:25]([O:30][CH3:31])=[C:24]([O:32][CH3:33])[CH:23]=3)=[O:21])[N:19]=2)=[CH:13][CH:14]=1. The yield is 0.670.